Dataset: Full USPTO retrosynthesis dataset with 1.9M reactions from patents (1976-2016). Task: Predict the reactants needed to synthesize the given product. (1) The reactants are: [CH2:1]([O:3][C:4]([C:6]1[CH:7]=[C:8]2[N:13]([CH:14]=1)[CH:12]=[CH:11][C:10]([CH2:15][OH:16])=[CH:9]2)=[O:5])[CH3:2].Br[C:18]1[CH:23]=[CH:22][CH:21]=[C:20]([S:24]([CH3:27])(=[O:26])=[O:25])[CH:19]=1. Given the product [CH2:1]([O:3][C:4]([C:6]1[CH:7]=[C:8]2[N:13]([C:14]=1[C:18]1[CH:23]=[CH:22][CH:21]=[C:20]([S:24]([CH3:27])(=[O:26])=[O:25])[CH:19]=1)[CH:12]=[CH:11][C:10]([CH2:15][OH:16])=[CH:9]2)=[O:5])[CH3:2], predict the reactants needed to synthesize it. (2) Given the product [Br:25][CH2:17][C:14]1[CH:15]=[CH:16][C:11]([C:9]([C:6]2[CH:5]=[CH:4][C:3]([O:2][CH3:1])=[CH:8][CH:7]=2)=[O:10])=[CH:12][CH:13]=1, predict the reactants needed to synthesize it. The reactants are: [CH3:1][O:2][C:3]1[CH:8]=[CH:7][C:6]([C:9]([C:11]2[CH:16]=[CH:15][C:14]([CH3:17])=[CH:13][CH:12]=2)=[O:10])=[CH:5][CH:4]=1.C1C(=O)N([Br:25])C(=O)C1.CC(N=NC(C#N)(C)C)(C#N)C. (3) Given the product [CH2:15]([O:22][NH:23][C@H:24]1[CH2:29][N:28]([C:46]([O:48][C:49]([CH3:52])([CH3:51])[CH3:50])=[O:45])[C@H:27]([C:30]([OH:32])=[O:31])[CH2:26][CH2:25]1)[C:16]1[CH:17]=[CH:18][CH:19]=[CH:20][CH:21]=1, predict the reactants needed to synthesize it. The reactants are: C1(N)C(F)=C(F)C(F)=C(N)C=1F.Cl.Cl.[CH2:15]([O:22][NH:23][C@H:24]1[CH2:29][NH:28][C@H:27]([C:30]([O:32]C)=[O:31])[CH2:26][CH2:25]1)[C:16]1[CH:21]=[CH:20][CH:19]=[CH:18][CH:17]=1.[OH-].[Na+].Cl.C(=O)([O-])[O-].[K+].[K+].C(OC([O:45][C:46]([O:48][C:49]([CH3:52])([CH3:51])[CH3:50])=O)=O)([O:45][C:46]([O:48][C:49]([CH3:52])([CH3:51])[CH3:50])=O)=O.